The task is: Predict the product of the given reaction.. This data is from Forward reaction prediction with 1.9M reactions from USPTO patents (1976-2016). Given the reactants [C:1]([C:3]1[CH:4]=[C:5]2[C:10](=[CH:11][CH:12]=1)[N:9]=[C:8]([NH:13][C:14]1[CH:19]=[C:18]([CH2:20][N:21]3[CH2:26][CH2:25][O:24][CH2:23][CH2:22]3)[CH:17]=[C:16]([C:27]3[CH:28]=[N:29][N:30]([CH3:32])[CH:31]=3)[CH:15]=1)[N:7]=[CH:6]2)#[CH:2].ClC1C=C(C=CC=1)C(OO)=[O:38].C(=O)([O-])[O-].[Na+].[Na+], predict the reaction product. The product is: [C:1]([C:3]1[CH:4]=[C:5]2[C:10](=[CH:11][CH:12]=1)[N:9]=[C:8]([NH:13][C:14]1[CH:19]=[C:18]([CH:17]=[C:16]([C:27]3[CH:28]=[N:29][N:30]([CH3:32])[CH:31]=3)[CH:15]=1)[CH2:20][N+:21]1([O-:38])[CH2:22][CH2:23][O:24][CH2:25][CH2:26]1)[N:7]=[CH:6]2)#[CH:2].